Dataset: Forward reaction prediction with 1.9M reactions from USPTO patents (1976-2016). Task: Predict the product of the given reaction. (1) Given the reactants C([O:8][C:9]1[CH:14]=[CH:13][C:12]([CH2:15][CH2:16][CH2:17][CH2:18][CH2:19][CH2:20][CH2:21][S:22]([F:25])(=[O:24])=[O:23])=[CH:11][CH:10]=1)C1C=CC=CC=1.B(F)(F)F.CCOCC, predict the reaction product. The product is: [OH:8][C:9]1[CH:10]=[CH:11][C:12]([CH2:15][CH2:16][CH2:17][CH2:18][CH2:19][CH2:20][CH2:21][S:22]([F:25])(=[O:24])=[O:23])=[CH:13][CH:14]=1. (2) The product is: [CH2:14]([O:13][C:2]1[C:3]([CH3:12])=[CH:4][C:5]2[N:6]([C:8]([NH2:11])=[N:9][N:10]=2)[N:7]=1)[CH3:15]. Given the reactants Cl[C:2]1[C:3]([CH3:12])=[CH:4][C:5]2[N:6]([C:8]([NH2:11])=[N:9][N:10]=2)[N:7]=1.[O-:13][CH2:14][CH3:15].[Na+], predict the reaction product. (3) Given the reactants [NH2:1][C:2]1[N:3]=[CH:4][C:5]([C:8]2[C:9]([F:19])=[C:10]([OH:18])[C:11]([CH:14]3[CH2:17][CH2:16][CH2:15]3)=[CH:12][CH:13]=2)=[N:6][CH:7]=1.Br[CH2:21][C:22]([O:24][C:25]([CH3:28])([CH3:27])[CH3:26])=[O:23].[OH-].[K+], predict the reaction product. The product is: [NH2:1][C:2]1[N:3]=[CH:4][C:5]([C:8]2[C:9]([F:19])=[C:10]([C:11]([CH:14]3[CH2:15][CH2:16][CH2:17]3)=[CH:12][CH:13]=2)[O:18][CH2:21][C:22]([O:24][C:25]([CH3:28])([CH3:27])[CH3:26])=[O:23])=[N:6][CH:7]=1. (4) Given the reactants Cl[C:2]1[C:11]2[C:6](=[CH:7][C:8]([F:12])=[CH:9][CH:10]=2)[C:5]([Cl:13])=[N:4][N:3]=1.ClC1C2C(=CC(F)=CC=2)C2=NN[C:28](=[O:29])[N:17]2[N:16]=1, predict the reaction product. The product is: [Cl:13][C:5]1[C:6]2[C:11](=[CH:10][CH:9]=[C:8]([F:12])[CH:7]=2)[C:2]2=[N:16][NH:17][C:28](=[O:29])[N:3]2[N:4]=1. (5) Given the reactants Br[C:2]1[CH:7]=[CH:6][CH:5]=[CH:4][CH:3]=1.[Li]CCCC.CON(C)[C:16](=[O:23])[CH2:17][C:18]1[CH:22]=[CH:21][S:20][CH:19]=1.[NH4+].[Cl-], predict the reaction product. The product is: [C:2]1([C:16](=[O:23])[CH2:17][C:18]2[CH:22]=[CH:21][S:20][CH:19]=2)[CH:7]=[CH:6][CH:5]=[CH:4][CH:3]=1. (6) Given the reactants C(OC(=O)[NH:7][C@@H:8]1[C@H:13]([NH:14][C:15]2[N:16]=[CH:17][C:18]3[S:23][CH:22]=[C:21]([C:24](=[O:36])[NH:25][C:26]4[C:34]5[N:33]=[CH:32][N:31]([CH3:35])[C:30]=5[CH:29]=[CH:28][CH:27]=4)[C:19]=3[N:20]=2)[CH2:12][CH2:11][O:10][CH2:9]1)(C)(C)C.[ClH:38], predict the reaction product. The product is: [ClH:38].[CH3:35][N:31]1[C:30]2[CH:29]=[CH:28][CH:27]=[C:26]([NH:25][C:24]([C:21]3[C:19]4[N:20]=[C:15]([NH:14][C@@H:13]5[CH2:12][CH2:11][O:10][CH2:9][C@@H:8]5[NH2:7])[N:16]=[CH:17][C:18]=4[S:23][CH:22]=3)=[O:36])[C:34]=2[N:33]=[CH:32]1. (7) Given the reactants [CH2:1]([N:8]1[CH2:13][CH2:12][N:11](C(OC(C)(C)C)=O)[C@H:10]([CH2:21][N:22]([CH:34]([CH3:36])[CH3:35])[C:23](=[O:33])[CH2:24][CH2:25][C:26]([CH3:32])([CH3:31])[C:27]([O:29][CH3:30])=[O:28])[CH2:9]1)[C:2]1[CH:7]=[CH:6][CH:5]=[CH:4][CH:3]=1.C(O)(C(F)(F)F)=O.C(=O)([O-])O.[Na+].C(=O)([O-])[O-].[K+].[K+].[Cl-].[Na+], predict the reaction product. The product is: [CH2:1]([N:8]1[CH2:13][CH2:12][NH:11][C@H:10]([CH2:21][N:22]([CH:34]([CH3:36])[CH3:35])[C:23](=[O:33])[CH2:24][CH2:25][C:26]([CH3:31])([CH3:32])[C:27]([O:29][CH3:30])=[O:28])[CH2:9]1)[C:2]1[CH:7]=[CH:6][CH:5]=[CH:4][CH:3]=1.